Dataset: Catalyst prediction with 721,799 reactions and 888 catalyst types from USPTO. Task: Predict which catalyst facilitates the given reaction. Reactant: [C:1]([O:5][C:6]([N:8]1[CH2:13][CH2:12][NH:11][CH2:10][CH2:9]1)=[O:7])([CH3:4])([CH3:3])[CH3:2].[H-].[Na+].Br[CH:17]1[CH2:21][CH2:20][CH2:19][CH2:18]1. Product: [C:1]([O:5][C:6]([N:8]1[CH2:13][CH2:12][N:11]([CH:17]2[CH2:21][CH2:20][CH2:19][CH2:18]2)[CH2:10][CH2:9]1)=[O:7])([CH3:4])([CH3:2])[CH3:3]. The catalyst class is: 9.